Dataset: Catalyst prediction with 721,799 reactions and 888 catalyst types from USPTO. Task: Predict which catalyst facilitates the given reaction. (1) Reactant: [Cl:1][C:2]1[C:3]([OH:28])=[C:4]([CH:9]=[C:10]([CH2:16][C:17]2[CH:22]=[CH:21][C:20]([N:23]3[CH:27]=[CH:26][CH:25]=[N:24]3)=[CH:19][CH:18]=2)[C:11]=1[C:12]([F:15])([F:14])[F:13])[C:5]([O:7][CH3:8])=[O:6].C(N(CC)CC)C.[F:36][C:37]([F:50])([F:49])[S:38](O[S:38]([C:37]([F:50])([F:49])[F:36])(=[O:40])=[O:39])(=[O:40])=[O:39].O. Product: [Cl:1][C:2]1[C:3]([O:28][S:38]([C:37]([F:50])([F:49])[F:36])(=[O:40])=[O:39])=[C:4]([CH:9]=[C:10]([CH2:16][C:17]2[CH:22]=[CH:21][C:20]([N:23]3[CH:27]=[CH:26][CH:25]=[N:24]3)=[CH:19][CH:18]=2)[C:11]=1[C:12]([F:15])([F:14])[F:13])[C:5]([O:7][CH3:8])=[O:6]. The catalyst class is: 4. (2) Reactant: [Cl:1][C:2]1[C:7]([S:8][C:9]2[CH:10]=[C:11]([CH3:15])[CH:12]=[CH:13][CH:14]=2)=[CH:6][C:5]([NH2:16])=[C:4]([N+:17]([O-])=O)[CH:3]=1.[Cl-].[NH4+].CC(C)=O. Product: [Cl:1][C:2]1[CH:3]=[C:4]([NH2:17])[C:5]([NH2:16])=[CH:6][C:7]=1[S:8][C:9]1[CH:10]=[C:11]([CH3:15])[CH:12]=[CH:13][CH:14]=1. The catalyst class is: 739. (3) Reactant: [CH3:1][O:2][C:3](=[O:12])[C:4]1[CH:9]=[CH:8][C:7]([OH:10])=[C:6](Br)[CH:5]=1.[F:13][C:14]([F:25])([F:24])[C:15]1[CH:20]=[CH:19][C:18](B(O)O)=[CH:17][CH:16]=1.C(=O)(O)[O-].[K+].ClCCl. Product: [CH3:1][O:2][C:3]([C:4]1[CH:5]=[C:6]([C:18]2[CH:19]=[CH:20][C:15]([C:14]([F:25])([F:24])[F:13])=[CH:16][CH:17]=2)[C:7]([OH:10])=[CH:8][CH:9]=1)=[O:12]. The catalyst class is: 75. (4) Product: [C:30]([O:29][C:26](=[O:28])[CH2:27][C:11]([C@H:8]1[CH2:7][CH2:6][C@H:5]([C:3]([O:2][CH3:1])=[O:4])[CH2:10][CH2:9]1)=[O:13])([CH3:33])([CH3:32])[CH3:31]. The catalyst class is: 7. Reactant: [CH3:1][O:2][C:3]([C@H:5]1[CH2:10][CH2:9][C@H:8]([C:11]([OH:13])=O)[CH2:7][CH2:6]1)=[O:4].C(N1C=CN=C1)(N1C=CN=C1)=O.[C:26]([O:29][C:30]([CH3:33])([CH3:32])[CH3:31])(=[O:28])[CH3:27].[Li+].C[Si]([N-][Si](C)(C)C)(C)C.[Cl-].[NH4+]. (5) Reactant: Br[C:2]1[CH:3]=[C:4]([C:8]2[N:13]([CH2:14][C:15]3[CH:20]=[CH:19][C:18]([CH3:21])=[CH:17][C:16]=3[CH3:22])[C:12](=[O:23])[C:11]([C:24]#[N:25])=[C:10]([C:26]([F:29])([F:28])[F:27])[CH:9]=2)[CH:5]=[CH:6][CH:7]=1.C([O-])([O-])=O.[K+].[K+].[NH2:36][C:37]([C:39]1[CH:44]=[CH:43][C:42](B(O)O)=[CH:41][CH:40]=1)=[O:38].COCCOC. Product: [C:24]([C:11]1[C:12](=[O:23])[N:13]([CH2:14][C:15]2[CH:20]=[CH:19][C:18]([CH3:21])=[CH:17][C:16]=2[CH3:22])[C:8]([C:4]2[CH:3]=[C:2]([C:42]3[CH:43]=[CH:44][C:39]([C:37]([NH2:36])=[O:38])=[CH:40][CH:41]=3)[CH:7]=[CH:6][CH:5]=2)=[CH:9][C:10]=1[C:26]([F:27])([F:29])[F:28])#[N:25]. The catalyst class is: 103. (6) The catalyst class is: 9. Product: [Br:1][C:2]1[N:3]([S:20]([C:16]2[CH:17]=[CH:18][CH:19]=[C:14]([Cl:13])[CH:15]=2)(=[O:22])=[O:21])[CH:4]=[C:5]2[C:9](=[O:10])[CH2:8][CH2:7][C:6]=12. Reactant: [Br:1][C:2]1[NH:3][CH:4]=[C:5]2[C:9](=[O:10])[CH2:8][CH2:7][C:6]=12.[H-].[Na+].[Cl:13][C:14]1[CH:15]=[C:16]([S:20](Cl)(=[O:22])=[O:21])[CH:17]=[CH:18][CH:19]=1.O.